Predict the reactants needed to synthesize the given product. From a dataset of Retrosynthesis with 50K atom-mapped reactions and 10 reaction types from USPTO. (1) Given the product COC(=O)CN1CCC(c2ccc(S(=O)(=O)c3cccc(F)c3)cc2C)C1, predict the reactants needed to synthesize it. The reactants are: COC(=O)CBr.Cc1cc(S(=O)(=O)c2cccc(F)c2)ccc1C1CCNC1. (2) Given the product COc1ccc(CN2CCc3[nH]c(-c4n[nH]c5cc(-c6cc(F)c(O)cc6CC(F)(F)F)ccc45)nc3C2)cc1, predict the reactants needed to synthesize it. The reactants are: COc1ccc(C=O)cc1.Oc1cc(CC(F)(F)F)c(-c2ccc3c(-c4nc5c([nH]4)CCNC5)n[nH]c3c2)cc1F. (3) The reactants are: CS(=O)(=O)Cl.C[Si](C)(C)CCOCn1c(-c2ccccc2)nc(-c2ccncc2)c1-c1cccc(N)c1. Given the product C[Si](C)(C)CCOCn1c(-c2ccccc2)nc(-c2ccncc2)c1-c1cccc(NS(C)(=O)=O)c1, predict the reactants needed to synthesize it.